Task: Regression. Given two drug SMILES strings and cell line genomic features, predict the synergy score measuring deviation from expected non-interaction effect.. Dataset: NCI-60 drug combinations with 297,098 pairs across 59 cell lines Drug 1: CCC1=CC2CC(C3=C(CN(C2)C1)C4=CC=CC=C4N3)(C5=C(C=C6C(=C5)C78CCN9C7C(C=CC9)(C(C(C8N6C)(C(=O)OC)O)OC(=O)C)CC)OC)C(=O)OC. Drug 2: CC1CCC2CC(C(=CC=CC=CC(CC(C(=O)C(C(C(=CC(C(=O)CC(OC(=O)C3CCCCN3C(=O)C(=O)C1(O2)O)C(C)CC4CCC(C(C4)OC)OP(=O)(C)C)C)C)O)OC)C)C)C)OC. Cell line: UACC62. Synergy scores: CSS=39.1, Synergy_ZIP=-6.26, Synergy_Bliss=-9.16, Synergy_Loewe=-7.62, Synergy_HSA=-3.01.